This data is from Peptide-MHC class II binding affinity with 134,281 pairs from IEDB. The task is: Regression. Given a peptide amino acid sequence and an MHC pseudo amino acid sequence, predict their binding affinity value. This is MHC class II binding data. (1) The peptide sequence is SLFIGLKGDIRESTV. The MHC is DRB1_0405 with pseudo-sequence DRB1_0405. The binding affinity (normalized) is 0.670. (2) The peptide sequence is GIVVAWKVRLLPVPP. The MHC is HLA-DPA10301-DPB10402 with pseudo-sequence HLA-DPA10301-DPB10402. The binding affinity (normalized) is 0.845. (3) The peptide sequence is GEIYKRWIILGLNKIVRMY. The MHC is H-2-IAb with pseudo-sequence H-2-IAb. The binding affinity (normalized) is 0.257. (4) The peptide sequence is EYLNKIQNSLSTEWSPCSVT. The MHC is HLA-DQA10102-DQB10602 with pseudo-sequence HLA-DQA10102-DQB10602. The binding affinity (normalized) is 0.536.